Dataset: Full USPTO retrosynthesis dataset with 1.9M reactions from patents (1976-2016). Task: Predict the reactants needed to synthesize the given product. (1) Given the product [C:1]([C:3]([C:6]1[CH:7]=[C:8]([C:9]([NH:11][C:12]2[CH:13]=[C:14]([N:18]([CH3:19])[C:33]3[N:38]=[C:37]([S:39][C:40]#[N:41])[C:36]([N+:42]([O-:44])=[O:43])=[CH:35][N:34]=3)[CH:15]=[CH:16][CH:17]=2)=[O:10])[CH:20]=[CH:21][CH:22]=1)([CH3:5])[CH3:4])#[N:2], predict the reactants needed to synthesize it. The reactants are: [C:1]([C:3]([C:6]1[CH:7]=[C:8]([CH:20]=[CH:21][CH:22]=1)[C:9]([NH:11][C:12]1[CH:17]=[CH:16][CH:15]=[C:14]([NH:18][CH3:19])[CH:13]=1)=[O:10])([CH3:5])[CH3:4])#[N:2].C(N(C(C)C)C(C)C)C.Cl[C:33]1[N:38]=[C:37]([S:39][C:40]#[N:41])[C:36]([N+:42]([O-:44])=[O:43])=[CH:35][N:34]=1.C(=O)([O-])O.[Na+]. (2) Given the product [C:1]([O:5][C:6]([N:8]1[CH2:12][CH2:11][CH2:10][C@@H:9]1[CH2:13][O:14][S:21]([C:18]1[CH:19]=[CH:20][C:15]([CH3:25])=[CH:16][CH:17]=1)(=[O:23])=[O:22])=[O:7])([CH3:4])([CH3:3])[CH3:2], predict the reactants needed to synthesize it. The reactants are: [C:1]([O:5][C:6]([N:8]1[CH2:12][CH2:11][CH2:10][C@@H:9]1[CH2:13][OH:14])=[O:7])([CH3:4])([CH3:3])[CH3:2].[C:15]1([CH3:25])[CH:20]=[CH:19][C:18]([S:21](Cl)(=[O:23])=[O:22])=[CH:17][CH:16]=1. (3) Given the product [CH2:14]([C:21]1([CH2:2][CH2:1][C:3](=[O:4])[CH3:5])[C:22](=[O:28])[CH2:23][CH2:24][CH2:25][C:26]1=[O:27])[C:15]1[CH:20]=[CH:19][CH:18]=[CH:17][CH:16]=1, predict the reactants needed to synthesize it. The reactants are: [CH:1]([C:3]([CH2:5]C)=[O:4])=[CH2:2].C(N(CC)CC)C.[CH2:14]([CH:21]1[C:26](=[O:27])[CH2:25][CH2:24][CH2:23][C:22]1=[O:28])[C:15]1[CH:20]=[CH:19][CH:18]=[CH:17][CH:16]=1. (4) Given the product [C:30]([O:29][C:25]([NH:26][NH:27][C:54](=[O:55])[C:53]1[CH:57]=[CH:58][C:59]([O:61][CH2:62][C:63]2[CH:72]=[CH:71][C:70]3[C:65](=[CH:66][CH:67]=[CH:68][CH:69]=3)[N:64]=2)=[CH:60][C:52]=1[CH:45]([C:46]1[CH:47]=[CH:48][CH:49]=[CH:50][CH:51]=1)[C:44]([CH3:74])([CH3:73])[CH3:43])=[O:28])([CH3:33])([CH3:32])[CH3:31], predict the reactants needed to synthesize it. The reactants are: CN(C(ON1N=NC2C=CC=NC1=2)=[N+](C)C)C.F[P-](F)(F)(F)(F)F.[C:25]([O:29][C:30]([CH3:33])([CH3:32])[CH3:31])(=[O:28])[NH:26][NH2:27].CCN(C(C)C)C(C)C.[CH3:43][C:44]([CH3:74])([CH3:73])[CH:45]([C:52]1[CH:60]=[C:59]([O:61][CH2:62][C:63]2[CH:72]=[CH:71][C:70]3[C:65](=[CH:66][CH:67]=[CH:68][CH:69]=3)[N:64]=2)[CH:58]=[CH:57][C:53]=1[C:54](O)=[O:55])[C:46]1[CH:51]=[CH:50][CH:49]=[CH:48][CH:47]=1. (5) Given the product [F:5][C:6]1[CH:25]=[CH:24][C:9]2[NH:10][C:11]([C@H:13]([NH2:23])[CH2:14][C:15]3[CH:16]=[CH:17][C:18]([O:21][CH3:22])=[CH:19][CH:20]=3)=[N:12][C:8]=2[CH:7]=1, predict the reactants needed to synthesize it. The reactants are: N#N.Cl.Cl.[F:5][C:6]1[CH:25]=[CH:24][C:9]2[NH:10][C:11]([C@H:13]([NH2:23])[CH2:14][C:15]3[CH:20]=[CH:19][C:18]([O:21][CH3:22])=[CH:17][CH:16]=3)=[N:12][C:8]=2[CH:7]=1.[OH-].[Na+]. (6) Given the product [CH2:1]=[CH:2][C:3]1[CH:8]=[CH:7][CH:6]=[CH:5][CH:4]=1.[CH2:9]=[CH:10][C:11]([OH:13])=[O:12], predict the reactants needed to synthesize it. The reactants are: [CH:1]([CH:9]=[CH:10][C:11]([OH:13])=[O:12])=[CH:2][C:3]1[CH:8]=[CH:7][CH:6]=[CH:5][CH:4]=1. (7) Given the product [F:61][C:60]([F:63])([F:62])[C:47]([OH:48])=[O:50].[CH3:65][NH:66][C:67]([C:69]1[CH:74]=[C:73]([O:75][C:76]2[CH:86]=[CH:85][C:79]3[N:80]=[C:81]([NH:84][C:54]4[CH:55]=[CH:56][C:57]([Cl:64])=[C:58]([C:60]([F:63])([F:62])[F:61])[CH:59]=4)[N:82]=[N:83][C:78]=3[CH:77]=2)[CH:72]=[CH:71][N:70]=1)=[O:68], predict the reactants needed to synthesize it. The reactants are: C1C=CC(P(C2C(C3C(P(C4C=CC=CC=4)C4C=CC=CC=4)=CC=C4C=3C=CC=C4)=C3C(C=CC=C3)=CC=2)C2C=CC=CC=2)=CC=1.[C:47](=[O:50])([O-])[O-:48].[Cs+].[Cs+].Br[C:54]1[CH:55]=[CH:56][C:57]([Cl:64])=[C:58]([C:60]([F:63])([F:62])[F:61])[CH:59]=1.[CH3:65][NH:66][C:67]([C:69]1[CH:74]=[C:73]([O:75][C:76]2[CH:86]=[CH:85][C:79]3[N:80]=[C:81]([NH2:84])[N:82]=[N:83][C:78]=3[CH:77]=2)[CH:72]=[CH:71][N:70]=1)=[O:68]. (8) Given the product [CH3:17][C:12]1[N:11]([C:8]2[CH:9]=[CH:10][C:5]([CH:3]3[CH2:2][O:4]3)=[CH:6][N:7]=2)[C:15]([CH3:16])=[CH:14][CH:13]=1, predict the reactants needed to synthesize it. The reactants are: Cl[CH2:2][C:3]([C:5]1[CH:6]=[N:7][C:8]([N:11]2[C:15]([CH3:16])=[CH:14][CH:13]=[C:12]2[CH3:17])=[CH:9][CH:10]=1)=[O:4].[BH4-].[Na+].[OH-].[Na+]. (9) Given the product [C:58]([O:57][C:55](=[O:56])[CH2:54][N:29]([CH2:28][C:27]1[CH:62]=[CH:63][C:24]([C:1]([OH:3])=[O:2])=[CH:25][CH:26]=1)[C:30](=[O:53])[C:31]1[CH:36]=[CH:35][C:34]([NH:37][C:38](=[O:52])[CH2:39][C:40]2[CH:45]=[CH:44][C:43]([O:46][CH3:47])=[CH:42][C:41]=2[C:48]([F:51])([F:50])[F:49])=[CH:33][CH:32]=1)([CH3:61])([CH3:60])[CH3:59], predict the reactants needed to synthesize it. The reactants are: [CH:1]([O-:3])=[O:2].[Li+].CCN(C(C)C)C(C)C.C(OC(=O)C)(=O)C.N#N.I[C:24]1[CH:63]=[CH:62][C:27]([CH2:28][N:29]([CH2:54][C:55]([O:57][C:58]([CH3:61])([CH3:60])[CH3:59])=[O:56])[C:30](=[O:53])[C:31]2[CH:36]=[CH:35][C:34]([NH:37][C:38](=[O:52])[CH2:39][C:40]3[CH:45]=[CH:44][C:43]([O:46][CH3:47])=[CH:42][C:41]=3[C:48]([F:51])([F:50])[F:49])=[CH:33][CH:32]=2)=[CH:26][CH:25]=1.